Dataset: Reaction yield outcomes from USPTO patents with 853,638 reactions. Task: Predict the reaction yield, written as a fraction of the theoretical maximum amount of product (1.0 means a 100% yield; for example, 0.34 means a 34% yield). (1) The reactants are CCO.C([Cl:7])(=O)C.[CH3:8][O:9][C:10]1[CH:15]=[C:14]([O:16][CH3:17])[CH:13]=[CH:12][C:11]=1[C:18]1[N:23]([CH2:24][CH2:25][NH:26]C(=O)OC(C)(C)C)[C:22](=[S:34])[NH:21][C:20](=[O:35])[CH:19]=1. The catalyst is CCOC(C)=O. The product is [ClH:7].[NH2:26][CH2:25][CH2:24][N:23]1[C:18]([C:11]2[CH:12]=[CH:13][C:14]([O:16][CH3:17])=[CH:15][C:10]=2[O:9][CH3:8])=[CH:19][C:20](=[O:35])[NH:21][C:22]1=[S:34]. The yield is 0.993. (2) The reactants are [N+:1]([C:4]1[CH:9]=[C:8]([N+:10]([O-:12])=[O:11])[CH:7]=[CH:6][C:5]=1[CH2:13][C:14](O)=[O:15])([O-:3])=[O:2].O.CCCCCC. The catalyst is O1CCCC1. The product is [N+:1]([C:4]1[CH:9]=[C:8]([N+:10]([O-:12])=[O:11])[CH:7]=[CH:6][C:5]=1[CH2:13][CH2:14][OH:15])([O-:3])=[O:2]. The yield is 0.980. (3) The reactants are [F:1][C:2]1[CH:7]=[CH:6][C:5]([C:8]2[N:12](COCC[Si](C)(C)C)[C:11]([C:21]([F:24])([F:23])[F:22])=[N:10][C:9]=2[C:25]2[CH:30]=[CH:29][C:28]([S:31]([NH2:34])(=[O:33])=[O:32])=[CH:27][CH:26]=2)=[CH:4][CH:3]=1.Cl. The catalyst is CCO.O. The product is [F:1][C:2]1[CH:7]=[CH:6][C:5]([C:8]2[NH:12][C:11]([C:21]([F:23])([F:22])[F:24])=[N:10][C:9]=2[C:25]2[CH:30]=[CH:29][C:28]([S:31]([NH2:34])(=[O:33])=[O:32])=[CH:27][CH:26]=2)=[CH:4][CH:3]=1. The yield is 0.400. (4) The reactants are [CH2:1]([C:3]1[C:8]([OH:9])=[CH:7][C:6]([OH:10])=[CH:5][C:4]=1[CH2:11][C:12]([O:14][CH3:15])=[O:13])[CH3:2].[OH:16][C:17]1[CH:18]=[C:19]([CH:23]=[CH:24][C:25]=1[O:26][CH3:27])[C:20]([OH:22])=O. The catalyst is B(F)(F)F.CCOCC. The product is [CH2:1]([C:3]1[C:8]([OH:9])=[CH:7][C:6]([OH:10])=[C:5]([C:20](=[O:22])[C:19]2[CH:23]=[CH:24][C:25]([O:26][CH3:27])=[C:17]([OH:16])[CH:18]=2)[C:4]=1[CH2:11][C:12]([O:14][CH3:15])=[O:13])[CH3:2]. The yield is 0.650.